From a dataset of Full USPTO retrosynthesis dataset with 1.9M reactions from patents (1976-2016). Predict the reactants needed to synthesize the given product. (1) Given the product [ClH:32].[CH3:25][CH:20]1[CH2:21][CH2:22][CH2:23][CH2:24][N:19]1[C:17]1[CH:16]=[N:15][C:13]2[CH2:14][NH:8][CH2:9][CH2:10][O:11][C:12]=2[N:18]=1, predict the reactants needed to synthesize it. The reactants are: C([N:8]1[CH2:14][C:13]2[N:15]=[CH:16][C:17]([N:19]3[CH2:24][CH2:23][CH2:22][CH2:21][CH:20]3[CH3:25])=[N:18][C:12]=2[O:11][CH2:10][CH2:9]1)C1C=CC=CC=1.C(OCC)(=O)C.[ClH:32]. (2) Given the product [C:48]1([C:46]2[N:47]=[C:41]3[CH:40]=[C:39]([NH:38][C:37]([C:36]4[N:32]([CH2:30][CH3:31])[N:33]=[CH:34][C:35]=4[C:55]([N:16]4[CH2:13][CH2:12][CH2:11]4)=[O:56])=[O:54])[CH:44]=[CH:43][N:42]3[CH:45]=2)[CH:49]=[CH:50][CH:51]=[CH:52][CH:53]=1, predict the reactants needed to synthesize it. The reactants are: CN(C(O[N:16]1N=[N:16][C:11]2[CH:12]=[CH:13][CH:13]=[CH:12][C:11]1=2)=[N+](C)C)C.[B-](F)(F)(F)F.C(NC(C)C)(C)C.[CH2:30]([N:32]1[C:36]([C:37](=[O:54])[NH:38][C:39]2[CH:44]=[CH:43][N:42]3[CH:45]=[C:46]([C:48]4[CH:53]=[CH:52][CH:51]=[CH:50][CH:49]=4)[N:47]=[C:41]3[CH:40]=2)=[C:35]([C:55](O)=[O:56])[CH:34]=[N:33]1)[CH3:31].N1CCC1. (3) Given the product [F:17][C:18]1[CH:23]=[CH:22][C:21]([N:24]2[C:12](=[O:14])[C:6]([C:7]([O:9][CH2:10][CH3:11])=[O:8])=[C:3]([S:4][CH3:5])[N:26]=[C:25]2[C:27]2[CH:32]=[CH:31][C:30]([S:33][CH3:34])=[CH:29][CH:28]=2)=[CH:20][CH:19]=1, predict the reactants needed to synthesize it. The reactants are: CS[C:3](=[C:6]([C:12]([O:14]CC)=O)[C:7]([O:9][CH2:10][CH3:11])=[O:8])[S:4][CH3:5].[F:17][C:18]1[CH:23]=[CH:22][C:21]([NH:24][C:25]([C:27]2[CH:32]=[CH:31][C:30]([S:33][CH3:34])=[CH:29][CH:28]=2)=[NH:26])=[CH:20][CH:19]=1.[K+].[Br-]. (4) Given the product [CH:36]([C:2]1[CH:3]=[C:4]2[C:9](=[CH:10][CH:11]=1)[N:8]([C:12]([O:14][C:15]([CH3:18])([CH3:17])[CH3:16])=[O:13])[C:7]([CH3:20])([CH3:19])[CH:6]=[C:5]2[CH3:21])=[O:37], predict the reactants needed to synthesize it. The reactants are: Br[C:2]1[CH:3]=[C:4]2[C:9](=[CH:10][CH:11]=1)[N:8]([C:12]([O:14][C:15]([CH3:18])([CH3:17])[CH3:16])=[O:13])[C:7]([CH3:20])([CH3:19])[CH:6]=[C:5]2[CH3:21].C([Li])(C)(C)C.CCCCCCC.CN(C)[CH:36]=[O:37].[Cl-].[NH4+]. (5) Given the product [CH2:1]([C:8]1[N:9]=[C:10]2[C:15]([C:16]([F:19])([F:18])[F:17])=[CH:14][CH:13]=[N:12][N:11]2[C:20]=1[C:21]1[CH:26]=[CH:25][CH:24]=[C:23]([O:27][C:36]2[CH:35]=[CH:34][CH:33]=[C:32]([S:29]([CH3:28])(=[O:31])=[O:30])[CH:37]=2)[CH:22]=1)[C:2]1[CH:7]=[CH:6][CH:5]=[CH:4][CH:3]=1, predict the reactants needed to synthesize it. The reactants are: [CH2:1]([C:8]1[N:9]=[C:10]2[C:15]([C:16]([F:19])([F:18])[F:17])=[CH:14][CH:13]=[N:12][N:11]2[C:20]=1[C:21]1[CH:22]=[C:23]([OH:27])[CH:24]=[CH:25][CH:26]=1)[C:2]1[CH:7]=[CH:6][CH:5]=[CH:4][CH:3]=1.[CH3:28][S:29]([C:32]1[CH:33]=[C:34](B(O)O)[CH:35]=[CH:36][CH:37]=1)(=[O:31])=[O:30].N1C=CC=CC=1.